This data is from Full USPTO retrosynthesis dataset with 1.9M reactions from patents (1976-2016). The task is: Predict the reactants needed to synthesize the given product. (1) Given the product [CH3:31][O:30][CH2:29][C@@H:28]([O:27][C:12]1[CH:11]=[C:10]([CH:15]=[C:14]([O:16][C:17]2[CH:22]=[CH:21][C:20]([S:23]([CH3:26])(=[O:25])=[O:24])=[CH:19][CH:18]=2)[CH:13]=1)[C:9]([NH:8][C:5]1[S:6][CH:7]=[C:3]([CH2:2][O:35][CH3:34])[N:4]=1)=[O:33])[CH3:32], predict the reactants needed to synthesize it. The reactants are: Cl[CH2:2][C:3]1[N:4]=[C:5]([NH:8][C:9](=[O:33])[C:10]2[CH:15]=[C:14]([O:16][C:17]3[CH:22]=[CH:21][C:20]([S:23]([CH3:26])(=[O:25])=[O:24])=[CH:19][CH:18]=3)[CH:13]=[C:12]([O:27][C@@H:28]([CH3:32])[CH2:29][O:30][CH3:31])[CH:11]=2)[S:6][CH:7]=1.[CH3:34][O-:35].[Na+]. (2) Given the product [CH3:1][O:2][C:3]1[C:7]([N+:8]([O-:10])=[O:9])=[CH:6][N:5]([CH2:18][CH:19]([OH:21])[CH3:20])[N:4]=1, predict the reactants needed to synthesize it. The reactants are: [CH3:1][O:2][C:3]1[C:7]([N+:8]([O-:10])=[O:9])=[CH:6][NH:5][N:4]=1.C(=O)([O-])[O-].[Cs+].[Cs+].Br[CH2:18][CH:19]([OH:21])[CH3:20]. (3) Given the product [Br:21][C:17]1[CH:16]=[C:15]([N:8]2[C:9]3[CH2:14][CH2:13][N:12]([S:30]([CH3:29])=[O:31])[CH2:11][C:10]=3[C:6]([C:4]([O:3][CH2:1][CH3:2])=[O:5])=[N:7]2)[CH:20]=[CH:19][CH:18]=1, predict the reactants needed to synthesize it. The reactants are: [CH2:1]([O:3][C:4]([C:6]1[C:10]2[CH2:11][NH:12][CH2:13][CH2:14][C:9]=2[N:8]([C:15]2[CH:20]=[CH:19][CH:18]=[C:17]([Br:21])[CH:16]=2)[N:7]=1)=[O:5])[CH3:2].FC(F)(F)C(O)=O.[CH3:29][S:30](Cl)=[O:31].C(N(CC)CC)C.